This data is from Forward reaction prediction with 1.9M reactions from USPTO patents (1976-2016). The task is: Predict the product of the given reaction. (1) Given the reactants [C:1]([C@H:9]1[CH2:14][CH2:13][C@H:12]([C:15]([NH:17][CH2:18][CH2:19][NH:20][C:21]([C:23]2[C:24]([C:34]([F:37])([F:36])[F:35])=[N:25][N:26]([C:28]3[CH:33]=[CH:32][CH:31]=[CH:30][CH:29]=3)[CH:27]=2)=[O:22])=[O:16])[CH2:11][CH2:10]1)(=[O:8])[C:2]1[CH:7]=[CH:6][CH:5]=[CH:4][CH:3]=1.[BH4-].[Na+].O, predict the reaction product. The product is: [OH:8][CH:1]([C:2]1[CH:7]=[CH:6][CH:5]=[CH:4][CH:3]=1)[C@H:9]1[CH2:14][CH2:13][C@H:12]([C:15]([NH:17][CH2:18][CH2:19][NH:20][C:21]([C:23]2[C:24]([C:34]([F:37])([F:36])[F:35])=[N:25][N:26]([C:28]3[CH:33]=[CH:32][CH:31]=[CH:30][CH:29]=3)[CH:27]=2)=[O:22])=[O:16])[CH2:11][CH2:10]1. (2) Given the reactants [F:1][C:2]1[CH:7]=[CH:6][CH:5]=[C:4]([F:8])[C:3]=1[N:9]1[C:14]2[N:15]=[C:16]([N:29]3[CH2:34][CH2:33][CH:32]([NH:35][C:36]([O:38][C:39]([CH3:42])([CH3:41])[CH3:40])=[O:37])[CH2:31][CH2:30]3)[N:17]=[C:18]([C:19]3[CH:20]=[C:21]([CH:25]=[CH:26][C:27]=3[CH3:28])[C:22](O)=[O:23])[C:13]=2[CH2:12][NH:11][C:10]1=[O:43].C(Cl)CCl.C1[CH:49]=[CH:50][C:51]2N(O)N=[N:54][C:52]=2C=1.C1(CN)CC1, predict the reaction product. The product is: [CH:51]1([CH2:52][NH:54][C:22]([C:21]2[CH:25]=[CH:26][C:27]([CH3:28])=[C:19]([C:18]3[C:13]4[CH2:12][NH:11][C:10](=[O:43])[N:9]([C:3]5[C:4]([F:8])=[CH:5][CH:6]=[CH:7][C:2]=5[F:1])[C:14]=4[N:15]=[C:16]([N:29]4[CH2:30][CH2:31][CH:32]([NH:35][C:36](=[O:37])[O:38][C:39]([CH3:41])([CH3:42])[CH3:40])[CH2:33][CH2:34]4)[N:17]=3)[CH:20]=2)=[O:23])[CH2:49][CH2:50]1. (3) The product is: [F:1][C:2]1[CH:10]=[C:9]([I:11])[CH:8]=[CH:7][C:3]=1[C:4]([N:26]1[CH2:27][CH2:28][N:23]([C:14]2[C:13]([CH3:12])=[CH:18][C:17]([C:19]([F:22])([F:20])[F:21])=[CH:16][N:15]=2)[CH2:24][CH2:25]1)=[O:6]. Given the reactants [F:1][C:2]1[CH:10]=[C:9]([I:11])[CH:8]=[CH:7][C:3]=1[C:4]([OH:6])=O.[CH3:12][C:13]1[C:14]([N:23]2[CH2:28][CH2:27][NH:26][CH2:25][CH2:24]2)=[N:15][CH:16]=[C:17]([C:19]([F:22])([F:21])[F:20])[CH:18]=1, predict the reaction product. (4) Given the reactants [NH2:1][C:2]1[CH:7]=[CH:6][C:5]([B:8]2[O:16][C:13]([CH3:15])([CH3:14])[C:10]([CH3:12])([CH3:11])[O:9]2)=[C:4]([F:17])[CH:3]=1.[N:18]([CH:21]1[CH2:23][CH2:22]1)=[C:19]=[O:20], predict the reaction product. The product is: [CH:21]1([NH:18][C:19]([NH:1][C:2]2[CH:7]=[CH:6][C:5]([B:8]3[O:9][C:10]([CH3:12])([CH3:11])[C:13]([CH3:15])([CH3:14])[O:16]3)=[C:4]([F:17])[CH:3]=2)=[O:20])[CH2:23][CH2:22]1. (5) Given the reactants C(OC(=O)[NH:7][CH2:8][CH2:9][CH2:10][N:11]1[CH2:16][CH2:15][C:14]([C:25]#[N:26])([C:17]2[CH:22]=[CH:21][C:20]([Cl:23])=[CH:19][C:18]=2[Cl:24])[CH2:13][CH2:12]1)(C)(C)C, predict the reaction product. The product is: [NH2:7][CH2:8][CH2:9][CH2:10][N:11]1[CH2:16][CH2:15][C:14]([C:17]2[CH:22]=[CH:21][C:20]([Cl:23])=[CH:19][C:18]=2[Cl:24])([C:25]#[N:26])[CH2:13][CH2:12]1. (6) Given the reactants [Cl:1][CH2:2][CH2:3][OH:4].[C:5]1([S:11](Cl)(=[O:13])=[O:12])[CH:10]=[CH:9][CH:8]=[CH:7][CH:6]=1.N1C=CC=CC=1, predict the reaction product. The product is: [Cl:1][CH2:2][CH2:3][O:4][S:11]([C:5]1[CH:10]=[CH:9][CH:8]=[CH:7][CH:6]=1)(=[O:13])=[O:12]. (7) Given the reactants [CH3:1][C:2]1([CH2:6][O:7][CH2:8][CH2:9][CH2:10][CH2:11][CH2:12][CH2:13][O:14][C:15]2[CH:25]=[CH:24][C:18]([C:19]([O:21]CC)=[O:20])=[CH:17][CH:16]=2)[CH2:5][O:4][CH2:3]1.[OH-].[Na+].Cl, predict the reaction product. The product is: [CH3:1][C:2]1([CH2:6][O:7][CH2:8][CH2:9][CH2:10][CH2:11][CH2:12][CH2:13][O:14][C:15]2[CH:16]=[CH:17][C:18]([C:19]([OH:21])=[O:20])=[CH:24][CH:25]=2)[CH2:5][O:4][CH2:3]1. (8) Given the reactants [C:1]([N:8]1[CH2:12][CH2:11][CH2:10][CH2:9]1)([O:3][C:4]([CH3:7])([CH3:6])[CH3:5])=[O:2].CN(C)CCN(C)C.C([Li])(CC)C.[O:26]1[CH:30]=[CH:29][CH:28]=[C:27]1[CH:31]=[O:32], predict the reaction product. The product is: [O:26]1[CH:30]=[CH:29][CH:28]=[C:27]1[CH:31]([CH:12]1[CH2:11][CH2:10][CH2:9][N:8]1[C:1]([O:3][C:4]([CH3:7])([CH3:6])[CH3:5])=[O:2])[OH:32].